Dataset: Peptide-MHC class II binding affinity with 134,281 pairs from IEDB. Task: Regression. Given a peptide amino acid sequence and an MHC pseudo amino acid sequence, predict their binding affinity value. This is MHC class II binding data. (1) The peptide sequence is GGGRRFRLVVRFVAG. The MHC is H-2-IAd with pseudo-sequence H-2-IAd. The binding affinity (normalized) is 0.279. (2) The peptide sequence is AFFVAATAANAAPAN. The MHC is DRB1_0401 with pseudo-sequence DRB1_0401. The binding affinity (normalized) is 0.705.